This data is from Forward reaction prediction with 1.9M reactions from USPTO patents (1976-2016). The task is: Predict the product of the given reaction. Given the reactants [C@H:1]1([C:11]([OH:13])=O)[C:10]2[C:5](=[CH:6][CH:7]=[CH:8][CH:9]=2)[CH2:4][CH2:3][CH2:2]1.[CH2:14]([O:16][C:17]([C:19]1([NH2:28])[CH2:27][C:26]2[C:21](=[CH:22][CH:23]=[CH:24][CH:25]=2)[CH2:20]1)=[O:18])[CH3:15].CN(C(ON1N=NC2C=CC=NC1=2)=[N+](C)C)C.F[P-](F)(F)(F)(F)F.CCN(C(C)C)C(C)C, predict the reaction product. The product is: [CH2:14]([O:16][C:17]([C:19]1([NH:28][C:11]([C@H:1]2[C:10]3[C:5](=[CH:6][CH:7]=[CH:8][CH:9]=3)[CH2:4][CH2:3][CH2:2]2)=[O:13])[CH2:27][C:26]2[C:21](=[CH:22][CH:23]=[CH:24][CH:25]=2)[CH2:20]1)=[O:18])[CH3:15].